This data is from Rat liver microsome stability data. The task is: Regression/Classification. Given a drug SMILES string, predict its absorption, distribution, metabolism, or excretion properties. Task type varies by dataset: regression for continuous measurements (e.g., permeability, clearance, half-life) or binary classification for categorical outcomes (e.g., BBB penetration, CYP inhibition). Dataset: rlm. (1) The molecule is Cc1cc(/C=C/C#N)cc(C)c1Oc1cc(Nc2ccc(C#N)cc2)c(N)cc1CO. The result is 0 (unstable in rat liver microsomes). (2) The compound is O=C(Oc1cccc(N2CCS(=O)(=O)CC2)c1)N1CCN(c2ccccc2)CC1. The result is 1 (stable in rat liver microsomes). (3) The drug is O=C(Nc1ccc([N+](=O)[O-])cc1)N[C@H](Cc1cccnc1)C(=O)NCC1(c2ccccc2)CC1. The result is 0 (unstable in rat liver microsomes). (4) The drug is Cn1cnc2cc(C#N)c(-c3ccccc3Cl)c(CN)c21. The result is 0 (unstable in rat liver microsomes). (5) The drug is COc1cc2nc(N3CCC[C@@H](N)C3)n(Cc3ccccc3C#N)c(=O)c2cc1OC. The result is 0 (unstable in rat liver microsomes). (6) The result is 1 (stable in rat liver microsomes). The molecule is O=S(=O)(Nc1ccc(-c2ccccc2)cc1)c1ccc(NCc2ccc(Br)cc2O)cc1.